From a dataset of Forward reaction prediction with 1.9M reactions from USPTO patents (1976-2016). Predict the product of the given reaction. (1) Given the reactants [Cl:1][C:2]1[CH:3]=[CH:4][C:5]2[S:9][CH:8]=[CH:7][C:6]=2[CH:10]=1.C([O-])(=O)C.[Na+].[Br:16]Br.S(=O)(=O)(O)[O-].[Na+], predict the reaction product. The product is: [Br:16][C:7]1[C:6]2[CH:10]=[C:2]([Cl:1])[CH:3]=[CH:4][C:5]=2[S:9][CH:8]=1. (2) Given the reactants [CH3:1][S:2][C:3]1[CH:18]=[CH:17][C:6]([O:7][C:8]2[N:16]=[CH:15][CH:14]=[CH:13][C:9]=2[C:10]([OH:12])=O)=[CH:5][CH:4]=1.C(N(CC)CC)C.Cl.[NH2:27][C@@H:28]1[CH2:33][CH2:32][C@H:31]([OH:34])[CH2:30][CH2:29]1.Cl.CN(C)CCCN=C=NCC.ON1C2C=CC=CC=2N=N1, predict the reaction product. The product is: [NH3:16].[OH:34][C@@H:31]1[CH2:32][CH2:33][C@H:28]([NH:27][C:10](=[O:12])[C:9]2[CH:13]=[CH:14][CH:15]=[N:16][C:8]=2[O:7][C:6]2[CH:5]=[CH:4][C:3]([S:2][CH3:1])=[CH:18][CH:17]=2)[CH2:29][CH2:30]1. (3) Given the reactants [C:1]([C:5]1[CH:10]=[C:9]([C:11]#[CH:12])[CH:8]=[C:7]([C:13]([CH3:16])([CH3:15])[CH3:14])[C:6]=1[O:17][CH3:18])([CH3:4])([CH3:3])[CH3:2].[CH3:19][O:20][C:21](=[O:30])[CH2:22][C:23]1[CH:28]=[CH:27][C:26](I)=[CH:25][CH:24]=1.C(N(CC)CC)C.C(OCC)(=O)C, predict the reaction product. The product is: [CH3:19][O:20][C:21](=[O:30])[CH2:22][C:23]1[CH:24]=[CH:25][C:26]([C:12]#[C:11][C:9]2[CH:10]=[C:5]([C:1]([CH3:4])([CH3:2])[CH3:3])[C:6]([O:17][CH3:18])=[C:7]([C:13]([CH3:16])([CH3:15])[CH3:14])[CH:8]=2)=[CH:27][CH:28]=1. (4) Given the reactants [Cl:1][C:2]1[CH:26]=[CH:25][C:5]([O:6][C:7]2[CH:12]=[CH:11][C:10]([S:13]([NH:16][C:17]3[S:18][C:19]([Cl:22])=[CH:20][N:21]=3)(=[O:15])=[O:14])=[CH:9][C:8]=2[C:23]#[N:24])=[C:4](I)[CH:3]=1.CC1(C)C(C)(C)OB([C:36]2[CH:37]=[N:38][NH:39][CH:40]=2)O1, predict the reaction product. The product is: [Cl:22][C:19]1[S:18][C:17]([NH:16][S:13]([C:10]2[CH:11]=[CH:12][C:7]([O:6][C:5]3[CH:25]=[CH:26][C:2]([Cl:1])=[CH:3][C:4]=3[C:36]3[CH:37]=[N:38][NH:39][CH:40]=3)=[C:8]([C:23]#[N:24])[CH:9]=2)(=[O:15])=[O:14])=[N:21][CH:20]=1.